This data is from Experimentally validated miRNA-target interactions with 360,000+ pairs, plus equal number of negative samples. The task is: Binary Classification. Given a miRNA mature sequence and a target amino acid sequence, predict their likelihood of interaction. The miRNA is hsa-miR-4475 with sequence CAAGGGACCAAGCAUUCAUUAU. The protein sequence of the target gene is MKKLQEAHLRKPITPDLLMTPSDQGDVDLDVDFAADRGNWTGKLDFLLSCIGYCVGLGNVWRFPYRAYTNGGGAFLVPYFLMLAICGIPLFFLELSLGQFSSLGPLAVWKISPLFKGAGAAMLLIVGLVAIYYNMIIAYVLFYLFASLTSNLPWEHCGNWWNTELCLEHRGPKSGNGVLPLNLSSTVSPSEEYWSRYVLHIQGSQGIGRPGEIRWNLCLCLLLAWVIVFLCILKGVKSSGKVVYFTATFPYLILLMLLVRGVTLPGAWKGIQFYLTPQFHHLLSSKVWIEAALQIFYSLG.... Result: 0 (no interaction).